Dataset: KCNQ2 potassium channel screen with 302,405 compounds. Task: Binary Classification. Given a drug SMILES string, predict its activity (active/inactive) in a high-throughput screening assay against a specified biological target. (1) The molecule is S=C(NC1CC2N(C(CC2)C1)Cc1occc1)Nc1c(CC)cccc1. The result is 0 (inactive). (2) The result is 0 (inactive). The drug is O(CCn\1c2c(n(c1=N\C(=O)C)C)cccc2)c1ccccc1. (3) The drug is O1c2c(OC1)ccc(NC(=O)COC(=O)c1cc([N+]([O-])=O)c(N)cc1)c2. The result is 0 (inactive). (4) The drug is s1c(Nc2ccccc2)nc(c2ccc(OC)cc2)c1. The result is 0 (inactive).